Dataset: hERG Central: cardiac toxicity at 1µM, 10µM, and general inhibition. Task: Predict hERG channel inhibition at various concentrations. (1) The drug is O=C(c1ccc(OC2CCN(C/C=C/c3ccccc3)CC2)cc1)N1CCCC1. Results: hERG_inhib (hERG inhibition (general)): blocker. (2) The drug is O=C(CCc1ccccc1)Nc1ccncc1. Results: hERG_inhib (hERG inhibition (general)): blocker. (3) Results: hERG_inhib (hERG inhibition (general)): blocker. The molecule is CCC(C)NC(=S)N1CCN(C(c2ccccc2)c2ccccc2)CC1. (4) The drug is CCCCCCCN1CCC(=O)N([C@H](CO)c2ccccc2)CC1. Results: hERG_inhib (hERG inhibition (general)): blocker.